This data is from Reaction yield outcomes from USPTO patents with 853,638 reactions. The task is: Predict the reaction yield, written as a fraction of the theoretical maximum amount of product (1.0 means a 100% yield; for example, 0.34 means a 34% yield). (1) The reactants are [OH-].[Na+].[Cl:3][C:4]1[CH:26]=[CH:25][C:7]([O:8][C:9]2[C:18]3[C:13](=[CH:14][C:15]([O:23][CH3:24])=[C:16]([C:19]([O:21]C)=[O:20])[CH:17]=3)[N:12]=[CH:11][CH:10]=2)=[CH:6][C:5]=1[N+:27]([O-:29])=[O:28].Cl. The catalyst is CO. The product is [Cl:3][C:4]1[CH:26]=[CH:25][C:7]([O:8][C:9]2[C:18]3[C:13](=[CH:14][C:15]([O:23][CH3:24])=[C:16]([C:19]([OH:21])=[O:20])[CH:17]=3)[N:12]=[CH:11][CH:10]=2)=[CH:6][C:5]=1[N+:27]([O-:29])=[O:28]. The yield is 0.931. (2) The reactants are [CH3:1][O:2][C:3](=[O:33])[C:4]([NH:25][C:26]([O:28][C:29]([CH3:32])([CH3:31])[CH3:30])=[O:27])=[CH:5][C:6]1[CH:11]=[CH:10][C:9]([O:12][CH2:13][C:14]2[CH:19]=[CH:18][CH:17]=[CH:16][CH:15]=2)=[CH:8][C:7]=1[CH2:20][O:21][C:22](=[O:24])[CH3:23].[H][H]. The catalyst is CO. The product is [CH3:1][O:2][C:3](=[O:33])[CH:4]([NH:25][C:26]([O:28][C:29]([CH3:32])([CH3:31])[CH3:30])=[O:27])[CH2:5][C:6]1[CH:11]=[CH:10][C:9]([O:12][CH2:13][C:14]2[CH:19]=[CH:18][CH:17]=[CH:16][CH:15]=2)=[CH:8][C:7]=1[CH2:20][O:21][C:22](=[O:24])[CH3:23]. The yield is 0.900.